From a dataset of Forward reaction prediction with 1.9M reactions from USPTO patents (1976-2016). Predict the product of the given reaction. Given the reactants [ClH:1].[CH:2]1([C:5](=[O:33])[CH:6]([N:14]2[CH2:19][CH2:18][CH:17]([SH:20])/[C:16](=[CH:21]/[C:22]3[N:26]([CH2:27][C:28]([O:30]CC)=[O:29])[N:25]=[CH:24][CH:23]=3)/[CH2:15]2)[C:7]2[CH:12]=[CH:11][CH:10]=[CH:9][C:8]=2[F:13])[CH2:4][CH2:3]1, predict the reaction product. The product is: [ClH:1].[C:28]([CH2:27][N:26]1[C:22](/[CH:21]=[C:16]2\[CH2:15][N:14]([CH:6]([C:7]3[CH:12]=[CH:11][CH:10]=[CH:9][C:8]=3[F:13])[C:5]([CH:2]3[CH2:3][CH2:4]3)=[O:33])[CH2:19][CH2:18][CH:17]\2[SH:20])=[CH:23][CH:24]=[N:25]1)([OH:30])=[O:29].